From a dataset of Forward reaction prediction with 1.9M reactions from USPTO patents (1976-2016). Predict the product of the given reaction. Given the reactants [Cl:1][C:2]1[CH:7]=[C:6]([CH3:8])[CH:5]=[CH:4][N:3]=1.[H-].[K+].[C:11](=[O:18])([O:15][CH2:16][CH3:17])OCC, predict the reaction product. The product is: [Cl:1][C:2]1[CH:7]=[C:6]([CH:8]([C:11]([O:15][CH2:16][CH3:17])=[O:18])[C:11]([O:15][CH2:16][CH3:17])=[O:18])[CH:5]=[CH:4][N:3]=1.